Dataset: Full USPTO retrosynthesis dataset with 1.9M reactions from patents (1976-2016). Task: Predict the reactants needed to synthesize the given product. Given the product [CH:16]1([C:13]2[N:12]([C:19]([O:21][C:22]([CH3:23])([CH3:24])[CH3:25])=[O:20])[C:11]3[CH:10]=[C:9]([C:26]4[C:27]([CH3:32])=[N:28][O:29][C:30]=4[CH3:31])[CH:8]=[C:7]([C:6]([CH:2]4[O:3][CH2:4][CH2:5][O:1]4)=[O:33])[C:15]=3[N:14]=2)[CH2:18][CH2:17]1, predict the reactants needed to synthesize it. The reactants are: [O:1]1[CH2:5][CH2:4][O:3][CH:2]1[CH:6]([OH:33])[C:7]1[C:15]2[N:14]=[C:13]([CH:16]3[CH2:18][CH2:17]3)[N:12]([C:19]([O:21][C:22]([CH3:25])([CH3:24])[CH3:23])=[O:20])[C:11]=2[CH:10]=[C:9]([C:26]2[C:27]([CH3:32])=[N:28][O:29][C:30]=2[CH3:31])[CH:8]=1.CC(OI1(OC(C)=O)(OC(C)=O)OC(=O)C2C=CC=CC1=2)=O.